Dataset: Reaction yield outcomes from USPTO patents with 853,638 reactions. Task: Predict the reaction yield, written as a fraction of the theoretical maximum amount of product (1.0 means a 100% yield; for example, 0.34 means a 34% yield). (1) The reactants are [Si]([O:8][C@@H:9]1[C@H:13]([CH3:14])[N:12]([C:15]([O:17][C:18]([CH3:21])([CH3:20])[CH3:19])=[O:16])[C@H:11]([C:22]([O:24][CH3:25])=[O:23])[CH2:10]1)(C(C)(C)C)(C)C.CCCC[N+](CCCC)(CCCC)CCCC.[F-]. The catalyst is O1CCCC1.C(OCC)(=O)C. The product is [OH:8][C@@H:9]1[C@H:13]([CH3:14])[N:12]([C:15]([O:17][C:18]([CH3:21])([CH3:20])[CH3:19])=[O:16])[C@H:11]([C:22]([O:24][CH3:25])=[O:23])[CH2:10]1. The yield is 0.960. (2) The reactants are O[Li].O.SCC(O)=O.[CH2:9]([O:16][N:17]([C@H:30]1[CH2:35][N:34]([C:36]([O:38][C:39]([CH3:42])([CH3:41])[CH3:40])=[O:37])[C@H:33]([C:43]([O:45][CH2:46][CH3:47])=[O:44])[CH2:32][CH2:31]1)S(C1C=CC=CC=1[N+]([O-])=O)(=O)=O)[C:10]1[CH:15]=[CH:14][CH:13]=[CH:12][CH:11]=1. The catalyst is CN(C=O)C.O. The product is [CH2:9]([O:16][NH:17][C@H:30]1[CH2:35][N:34]([C:36]([O:38][C:39]([CH3:41])([CH3:42])[CH3:40])=[O:37])[C@H:33]([C:43]([O:45][CH2:46][CH3:47])=[O:44])[CH2:32][CH2:31]1)[C:10]1[CH:15]=[CH:14][CH:13]=[CH:12][CH:11]=1. The yield is 0.850. (3) The reactants are O.[C:2]1([OH:10])[CH:9]=[C:7]([CH3:8])[CH:6]=[C:4]([OH:5])[CH:3]=1.[Cl:11][C:12]1[CH:13]=[C:14]([S:18](Cl)(=[O:20])=[O:19])[CH:15]=[CH:16][CH:17]=1.O. The catalyst is C([O-])(O)=O.[Na+].C(OCC)C. The product is [OH:5][C:4]1[CH:3]=[C:2]([O:10][S:18]([C:14]2[CH:15]=[CH:16][CH:17]=[C:12]([Cl:11])[CH:13]=2)(=[O:20])=[O:19])[CH:9]=[C:7]([CH3:8])[CH:6]=1. The yield is 0.690. (4) The reactants are [C:1]([C:3]1[N:4]=[C:5]([C:18]2[C:23]([F:24])=[CH:22][CH:21]=[CH:20][C:19]=2[F:25])[O:6][C:7]=1[NH:8][C:9]1[CH:17]=[CH:16][C:12]([C:13]([OH:15])=O)=[CH:11][CH:10]=1)#[N:2].F[P-](F)(F)(F)(F)F.N1(OC(N(C)C)=[N+](C)C)C2N=CC=CC=2N=N1.C(N(C(C)C)CC)(C)C.[NH:59]1[CH2:64][CH2:63][O:62][CH2:61][CH2:60]1. The catalyst is CCOC(C)=O. The product is [F:25][C:19]1[CH:20]=[CH:21][CH:22]=[C:23]([F:24])[C:18]=1[C:5]1[O:6][C:7]([NH:8][C:9]2[CH:17]=[CH:16][C:12]([C:13]([N:59]3[CH2:64][CH2:63][O:62][CH2:61][CH2:60]3)=[O:15])=[CH:11][CH:10]=2)=[C:3]([C:1]#[N:2])[N:4]=1. The yield is 0.370. (5) The yield is 0.740. The reactants are [CH2:1]([O:8][C:9]([O:11]N1C(=O)CCC1=O)=O)[C:2]1[CH:7]=[CH:6][CH:5]=[CH:4][CH:3]=1.[CH3:19][NH:20][CH2:21][C:22]1[C:30]2[C:25](=[CH:26][CH:27]=[CH:28][CH:29]=2)[NH:24][CH:23]=1.C(N(CC)CC)C. The product is [CH2:1]([O:8][C:9]([N:20]([CH2:21][C:22]1[C:30]2[C:25](=[CH:26][CH:27]=[CH:28][CH:29]=2)[NH:24][CH:23]=1)[CH3:19])=[O:11])[C:2]1[CH:3]=[CH:4][CH:5]=[CH:6][CH:7]=1. The catalyst is CN(C=O)C. (6) The reactants are [F:1][C:2]1[CH:7]=[CH:6][C:5]([N:8]2[C:16]3[C:11](=[CH:12][C:13]([CH2:18][OH:19])=[C:14]([CH3:17])[CH:15]=3)[CH:10]=[N:9]2)=[CH:4][CH:3]=1.CC(OI1(OC(C)=O)(OC(C)=O)OC(=O)C2C=CC=CC1=2)=O. The catalyst is C(Cl)Cl. The product is [F:1][C:2]1[CH:3]=[CH:4][C:5]([N:8]2[C:16]3[C:11](=[CH:12][C:13]([CH:18]=[O:19])=[C:14]([CH3:17])[CH:15]=3)[CH:10]=[N:9]2)=[CH:6][CH:7]=1. The yield is 0.960.